Dataset: Full USPTO retrosynthesis dataset with 1.9M reactions from patents (1976-2016). Task: Predict the reactants needed to synthesize the given product. (1) Given the product [NH2:1][C:4]1[CH:9]=[CH:8][CH:7]=[CH:6][C:5]=1[NH:10][CH2:11][C@H:12]1[CH2:17][CH2:16][CH2:15][N:14]([C:18]([O:20][C:21]([CH3:24])([CH3:23])[CH3:22])=[O:19])[CH2:13]1, predict the reactants needed to synthesize it. The reactants are: [N+:1]([C:4]1[CH:9]=[CH:8][CH:7]=[CH:6][C:5]=1[NH:10][CH2:11][C@H:12]1[CH2:17][CH2:16][CH2:15][N:14]([C:18]([O:20][C:21]([CH3:24])([CH3:23])[CH3:22])=[O:19])[CH2:13]1)([O-])=O. (2) Given the product [Cl:1][C:2]1[CH:7]=[C:6]([CH:8]([CH3:14])[C:9]([OH:11])=[O:10])[CH:5]=[CH:4][N:3]=1, predict the reactants needed to synthesize it. The reactants are: [Cl:1][C:2]1[CH:7]=[C:6]([C:8](C#N)([CH3:14])[C:9]([O:11]CC)=[O:10])[CH:5]=[CH:4][N:3]=1. (3) Given the product [CH3:12][C:11]([CH3:14])([O:10][C:8]([N:1]1[CH:5]=[C:4]([CH:6]=[O:7])[N:3]=[CH:2]1)=[O:9])[CH3:13], predict the reactants needed to synthesize it. The reactants are: [NH:1]1[CH:5]=[C:4]([CH:6]=[O:7])[N:3]=[CH:2]1.[C:8](O[C:8]([O:10][C:11]([CH3:14])([CH3:13])[CH3:12])=[O:9])([O:10][C:11]([CH3:14])([CH3:13])[CH3:12])=[O:9].CN(C1C=CC=CN=1)C. (4) Given the product [CH:1]1[C:19]2[C:20]3=[C:13]4[C:2](=[CH:3][CH:4]=2)[CH:1]=[CH:11][CH:10]=[C:9]4[CH:6]=[CH:5][C:4]3=[CH:3][CH:2]=1.[C:1]([OH:7])#[C:2][CH2:3][CH2:4][CH2:5][CH3:6], predict the reactants needed to synthesize it. The reactants are: [C:1]([OH:7])#[C:2][CH2:3][CH2:4][CH2:5][CH3:6].Cl.[CH2:9]1[CH2:13]O[CH2:11][CH2:10]1.CCN([CH2:19][CH3:20])CC. (5) Given the product [Cl:1][C:2]1[CH:3]=[N:4][CH:5]=[C:6]([Cl:24])[C:7]=1[S:8][C:9]1[S:13][C:12]([C:14]([NH:16][CH2:17][C:18]([NH:29][CH2:28][CH2:27][O:26][CH3:25])=[O:20])=[O:15])=[CH:11][C:10]=1[N+:21]([O-:23])=[O:22], predict the reactants needed to synthesize it. The reactants are: [Cl:1][C:2]1[CH:3]=[N:4][CH:5]=[C:6]([Cl:24])[C:7]=1[S:8][C:9]1[S:13][C:12]([C:14]([NH:16][CH2:17][C:18]([OH:20])=O)=[O:15])=[CH:11][C:10]=1[N+:21]([O-:23])=[O:22].[CH3:25][O:26][CH2:27][CH2:28][NH2:29]. (6) Given the product [CH3:30][O:1][CH2:2][C:3]1[N:7]2[C:8](=[O:27])[N:9]([CH:11]3[CH2:12][CH2:13][N:14]([C:17]([O:19][CH2:20][C:21]4[CH:26]=[CH:25][CH:24]=[CH:23][CH:22]=4)=[O:18])[CH2:15][CH2:16]3)[CH2:10][C:6]2=[CH:5][N:4]=1, predict the reactants needed to synthesize it. The reactants are: [OH:1][CH2:2][C:3]1[N:7]2[C:8](=[O:27])[N:9]([CH:11]3[CH2:16][CH2:15][N:14]([C:17]([O:19][CH2:20][C:21]4[CH:26]=[CH:25][CH:24]=[CH:23][CH:22]=4)=[O:18])[CH2:13][CH2:12]3)[CH2:10][C:6]2=[CH:5][N:4]=1.[H-].[Na+].[CH3:30]I.[Cl-].[NH4+]. (7) Given the product [OH:1][CH:2]([CH2:20][CH3:21])[C:3](=[N:28][NH:27][C:25]([O:24][CH2:22][CH3:23])=[O:26])[N:5]1[CH2:10][CH2:9][C:8]2[N:11]=[C:12]([C:14]3[CH:19]=[CH:18][CH:17]=[CH:16][CH:15]=3)[O:13][C:7]=2[CH2:6]1, predict the reactants needed to synthesize it. The reactants are: [OH:1][CH:2]([CH2:20][CH3:21])[C:3]([N:5]1[CH2:10][CH2:9][C:8]2[N:11]=[C:12]([C:14]3[CH:19]=[CH:18][CH:17]=[CH:16][CH:15]=3)[O:13][C:7]=2[CH2:6]1)=S.[CH2:22]([O:24][C:25]([NH:27][NH2:28])=[O:26])[CH3:23].